This data is from Full USPTO retrosynthesis dataset with 1.9M reactions from patents (1976-2016). The task is: Predict the reactants needed to synthesize the given product. (1) Given the product [NH:1]1[CH:5]=[CH:4][N:3]=[CH:2]1.[Li+:6].[C:19]([F:22])([F:21])([F:20])[C:18]([S:15]([N-:14][S:11]([C:8]([F:10])([F:9])[C:7]([F:25])([F:26])[F:27])(=[O:12])=[O:13])(=[O:16])=[O:17])([F:24])[F:23], predict the reactants needed to synthesize it. The reactants are: [NH:1]1[CH:5]=[CH:4][N:3]=[CH:2]1.[Li+:6].[C:7]([F:27])([F:26])([F:25])[C:8]([S:11]([N-:14][S:15]([C:18]([F:24])([F:23])[C:19]([F:22])([F:21])[F:20])(=[O:17])=[O:16])(=[O:13])=[O:12])([F:10])[F:9]. (2) Given the product [NH2:1][C:2]1[N:3]=[CH:4][C:5]([C:8]2[CH:9]=[CH:10][C:11]([C:15]3[CH:20]=[CH:19][CH:18]=[CH:17][C:16]=3[O:21][CH2:22][C:23]([OH:25])=[O:24])=[CH:12][C:13]=2[F:14])=[N:6][CH:7]=1, predict the reactants needed to synthesize it. The reactants are: [NH2:1][C:2]1[N:3]=[CH:4][C:5]([C:8]2[C:13]([F:14])=[CH:12][C:11]([C:15]3[CH:20]=[CH:19][CH:18]=[CH:17][C:16]=3[O:21][CH2:22][C:23]([O:25]C)=[O:24])=[CH:10][CH:9]=2)=[N:6][CH:7]=1.O[Li].O.O. (3) Given the product [CH3:45][O:46][C:47]([C:49]1[S:50][CH:51]=[CH:52][C:53]=1[N:54]1[C:3](=[O:39])[NH:4][C:5]([CH:6]([NH:19][C:20]2[CH:25]=[CH:24][C:23]([C:26]#[N:27])=[C:22]([CH2:28][NH:29][C:30]([O:32][C:33]([CH3:36])([CH3:35])[CH3:34])=[O:31])[CH:21]=2)[C:7]2[CH:8]=[C:9]([O:17][CH3:18])[C:10]3[O:15][CH2:14][O:13][CH2:12][C:11]=3[CH:16]=2)=[N:55]1)=[O:48], predict the reactants needed to synthesize it. The reactants are: CO[C:3](=[O:39])[N:4]=[C:5](SC)[C:6](=[N:19][C:20]1[CH:25]=[CH:24][C:23]([C:26]#[N:27])=[C:22]([CH2:28][NH:29][C:30]([O:32][C:33]([CH3:36])([CH3:35])[CH3:34])=[O:31])[CH:21]=1)[C:7]1[CH:8]=[C:9]([O:17][CH3:18])[C:10]2[O:15][CH2:14][O:13][CH2:12][C:11]=2[CH:16]=1.C1COCC1.[CH3:45][O:46][C:47]([C:49]1[S:50][CH:51]=[CH:52][C:53]=1[NH:54][NH2:55])=[O:48]. (4) Given the product [CH2:9]([O:16][C:17](=[O:18])[NH:1][CH2:2][CH2:3][CH2:4][CH2:5][CH2:6][CH2:7][OH:8])[C:10]1[CH:15]=[CH:14][CH:13]=[CH:12][CH:11]=1, predict the reactants needed to synthesize it. The reactants are: [NH2:1][CH2:2][CH2:3][CH2:4][CH2:5][CH2:6][CH2:7][OH:8].[CH2:9]([O:16][C:17](Cl)=[O:18])[C:10]1[CH:15]=[CH:14][CH:13]=[CH:12][CH:11]=1.C(N(CC)CC)C.CCOC(C)=O. (5) Given the product [Br:19][CH:10]([C:12]1[CH:17]=[CH:16][CH:15]=[CH:14][CH:13]=1)[C:5]1[CH:6]=[C:7]([CH3:9])[CH:8]=[C:3]([O:2][CH3:1])[CH:4]=1, predict the reactants needed to synthesize it. The reactants are: [CH3:1][O:2][C:3]1[CH:4]=[C:5]([CH:10]([C:12]2[CH:17]=[CH:16][CH:15]=[CH:14][CH:13]=2)O)[CH:6]=[C:7]([CH3:9])[CH:8]=1.P(Br)(Br)[Br:19].